This data is from Forward reaction prediction with 1.9M reactions from USPTO patents (1976-2016). The task is: Predict the product of the given reaction. (1) Given the reactants [CH2:1]([N:3]1[CH2:8][CH2:7][NH:6][CH2:5][CH2:4]1)[CH3:2].Cl[C:10]1[N:15]=[CH:14][C:13]([C:16]2[CH:21]=[CH:20][CH:19]=[C:18]([CH3:22])[N:17]=2)=[CH:12][CH:11]=1, predict the reaction product. The product is: [CH2:1]([N:3]1[CH2:8][CH2:7][N:6]([C:10]2[N:15]=[CH:14][C:13]([C:16]3[CH:21]=[CH:20][CH:19]=[C:18]([CH3:22])[N:17]=3)=[CH:12][CH:11]=2)[CH2:5][CH2:4]1)[CH3:2]. (2) Given the reactants [NH2:1][C:2]([CH3:7])([CH3:6])[C:3]([OH:5])=[O:4].S(Cl)([Cl:10])=O.[CH3:12]O, predict the reaction product. The product is: [ClH:10].[NH2:1][C:2]([CH3:7])([CH3:6])[C:3]([O:5][CH3:12])=[O:4]. (3) Given the reactants [N+:1]([C:4]1[CH:9]=[CH:8][C:7]([N:10]2[CH:14]=[C:13]([C:15]([NH2:17])=[O:16])[C:12]([C:18]3[CH:23]=[CH:22][C:21]([O:24][C:25]4[CH:30]=[CH:29][CH:28]=[CH:27][CH:26]=4)=[CH:20][CH:19]=3)=[N:11]2)=[CH:6][CH:5]=1)([O-])=O.[NH4+].[Cl-], predict the reaction product. The product is: [NH2:1][C:4]1[CH:5]=[CH:6][C:7]([N:10]2[CH:14]=[C:13]([C:15]([NH2:17])=[O:16])[C:12]([C:18]3[CH:23]=[CH:22][C:21]([O:24][C:25]4[CH:26]=[CH:27][CH:28]=[CH:29][CH:30]=4)=[CH:20][CH:19]=3)=[N:11]2)=[CH:8][CH:9]=1. (4) Given the reactants [Cl:1][C:2]1[CH:26]=[CH:25][C:5]([C:6]([NH:8][CH:9]([C:19]2[CH:24]=[CH:23][CH:22]=[CH:21][CH:20]=2)[CH2:10][NH:11]C(=O)OC(C)(C)C)=[O:7])=[CH:4][C:3]=1[NH:27][C:28]([C:30]1[C:40](=[O:41])[NH:39][C:33]2[N:34]=[C:35]([CH3:38])[N:36]=[CH:37][C:32]=2[CH:31]=1)=[O:29].Cl, predict the reaction product. The product is: [ClH:1].[NH2:11][CH2:10][CH:9]([NH:8][C:6]([C:5]1[CH:25]=[CH:26][C:2]([Cl:1])=[C:3]([NH:27][C:28]([C:30]2[C:40](=[O:41])[NH:39][C:33]3[N:34]=[C:35]([CH3:38])[N:36]=[CH:37][C:32]=3[CH:31]=2)=[O:29])[CH:4]=1)=[O:7])[C:19]1[CH:20]=[CH:21][CH:22]=[CH:23][CH:24]=1. (5) Given the reactants [CH3:1][C:2]12[O:9][C:6]([CH3:10])([CH:7]=[CH:8]1)[C:5](=[O:11])[CH2:4][C:3]2=[O:12].[CH3:13][O:14][CH2:15][CH2:16][O:17][CH2:18][C:19]1[N:27]=[C:26]([C:28]([F:31])([F:30])[F:29])[CH:25]=[CH:24][C:20]=1[C:21](O)=[O:22].C1(N=C=NC2CCCCC2)CCCCC1.C(N(CC)CC)C.CC(C)(O)C#N, predict the reaction product. The product is: [CH3:13][O:14][CH2:15][CH2:16][O:17][CH2:18][C:19]1[C:20]([C:21]([CH:4]2[C:3](=[O:12])[C:2]3([CH3:1])[O:9][C:6]([CH3:10])([CH:7]=[CH:8]3)[C:5]2=[O:11])=[O:22])=[CH:24][CH:25]=[C:26]([C:28]([F:31])([F:29])[F:30])[N:27]=1.